From a dataset of Forward reaction prediction with 1.9M reactions from USPTO patents (1976-2016). Predict the product of the given reaction. (1) Given the reactants [Cl:1][C:2]1[CH:3]=[C:4]([C:9]2([C:14](=[O:22])[CH2:15][N:16]3[CH2:21][CH2:20][CH2:19][CH2:18][CH2:17]3)[CH2:13][CH2:12][CH2:11]C2)[CH:5]=[CH:6][C:7]=1Cl.Cl, predict the reaction product. The product is: [Cl-:1].[O:22]=[C:14]([C:9]1([C:4]2[CH:5]=[CH:6][CH:7]=[CH:2][CH:3]=2)[CH2:11][CH2:12][CH2:13]1)[CH2:15][NH+:16]1[CH2:17][CH2:18][CH2:19][CH2:20][CH2:21]1. (2) Given the reactants [N:1]1[N:2]([C:6]2[CH:7]=[C:8]([NH:12][C:13]3[N:18]=[C:17]([NH:19][C@@H:20]4[CH2:25][CH2:24][CH2:23][CH2:22][C@@H:21]4[NH:26]C(=O)OC(C)(C)C)[CH:16]=[N:15][C:14]=3[C:34]#[N:35])[CH:9]=[CH:10][CH:11]=2)[N:3]=[CH:4][CH:5]=1, predict the reaction product. The product is: [N:1]1[N:2]([C:6]2[CH:7]=[C:8]([NH:12][C:13]3[C:14]([C:34]#[N:35])=[N:15][CH:16]=[C:17]([NH:19][C@@H:20]4[CH2:25][CH2:24][CH2:23][CH2:22][C@@H:21]4[NH2:26])[N:18]=3)[CH:9]=[CH:10][CH:11]=2)[N:3]=[CH:4][CH:5]=1. (3) Given the reactants Cl[C:2]1[C:23]([O:24][CH2:25][CH2:26][O:27][CH2:28][CH2:29][O:30][CH3:31])=[CH:22][C:5]([C:6]([NH:8][S:9]([C:12]2[CH:17]=[CH:16][CH:15]=[CH:14][C:13]=2[S:18](=[O:21])(=[O:20])[NH2:19])(=[O:11])=[O:10])=[O:7])=[CH:4][N:3]=1.[O:32]1[C:36]2[CH:37]=[CH:38][CH:39]=[CH:40][C:35]=2[CH:34]=[C:33]1B(O)O, predict the reaction product. The product is: [O:32]1[C:36]2[CH:37]=[CH:38][CH:39]=[CH:40][C:35]=2[CH:34]=[C:33]1[C:2]1[C:23]([O:24][CH2:25][CH2:26][O:27][CH2:28][CH2:29][O:30][CH3:31])=[CH:22][C:5]([C:6]([NH:8][S:9]([C:12]2[CH:17]=[CH:16][CH:15]=[CH:14][C:13]=2[S:18](=[O:21])(=[O:20])[NH2:19])(=[O:11])=[O:10])=[O:7])=[CH:4][N:3]=1.